This data is from Catalyst prediction with 721,799 reactions and 888 catalyst types from USPTO. The task is: Predict which catalyst facilitates the given reaction. (1) Reactant: [CH3:1][O-:2].[Na+].[Br:4][C:5]1[CH:6]=[N:7][N:8]2[C:13](Cl)=[C:12]([CH:15]([CH3:17])[CH3:16])[C:11]([CH3:18])=[N:10][C:9]=12. Product: [Br:4][C:5]1[CH:6]=[N:7][N:8]2[C:13]([O:2][CH3:1])=[C:12]([CH:15]([CH3:17])[CH3:16])[C:11]([CH3:18])=[N:10][C:9]=12. The catalyst class is: 5. (2) Product: [Cl:12][C:8]1[CH:7]=[C:6]2[C:11]([C:2]([C:20]3[CH:19]=[CH:18][CH:17]=[C:16]([CH3:15])[CH:21]=3)=[CH:3][C:4]([C:13]#[N:14])=[N:5]2)=[CH:10][CH:9]=1. Reactant: Cl[C:2]1[C:11]2[C:6](=[CH:7][C:8]([Cl:12])=[CH:9][CH:10]=2)[N:5]=[C:4]([C:13]#[N:14])[CH:3]=1.[CH3:15][C:16]1[CH:17]=[C:18](B(O)O)[CH:19]=[CH:20][CH:21]=1.[F-].[Cs+]. The catalyst class is: 108. (3) Reactant: [Br:1][C:2]1[CH:7]=[CH:6][C:5]([N:8]=[C:9]=[O:10])=[CH:4][CH:3]=1.[NH:11]1[C:19]2[C:14](=[CH:15][CH:16]=[CH:17][CH:18]=2)[CH2:13][CH2:12]1. Product: [Br:1][C:2]1[CH:7]=[CH:6][C:5]([NH:8][C:9]([N:11]2[C:19]3[C:14](=[CH:15][CH:16]=[CH:17][CH:18]=3)[CH2:13][CH2:12]2)=[O:10])=[CH:4][CH:3]=1. The catalyst class is: 91. (4) Reactant: [CH2:1]([O:8][C:9]([N:11]1[CH:15]([C:16]([OH:18])=[O:17])[CH2:14][C:13]2([CH2:23][CH2:22][N:21]([C:24]3[CH:29]=[C:28]([O:30][C@H:31]([C:36]4[CH:41]=[CH:40][C:39]([Cl:42])=[CH:38][C:37]=4[N:43]4[CH:47]=[CH:46][C:45]([CH3:48])=[N:44]4)[C:32]([F:35])([F:34])[F:33])[N:27]=[C:26](S(C)(=O)=O)[N:25]=3)[CH2:20][CH2:19]2)[CH2:12]1)=[O:10])[C:2]1[CH:7]=[CH:6][CH:5]=[CH:4][CH:3]=1.[C:53]1([OH:59])[CH:58]=[CH:57][CH:56]=[CH:55][CH:54]=1.C([O-])([O-])=O.[Cs+].[Cs+].Cl. The catalyst class is: 38. Product: [CH2:1]([O:8][C:9]([N:11]1[CH:15]([C:16]([OH:18])=[O:17])[CH2:14][C:13]2([CH2:23][CH2:22][N:21]([C:24]3[CH:29]=[C:28]([O:30][C@H:31]([C:36]4[CH:41]=[CH:40][C:39]([Cl:42])=[CH:38][C:37]=4[N:43]4[CH:47]=[CH:46][C:45]([CH3:48])=[N:44]4)[C:32]([F:35])([F:34])[F:33])[N:27]=[C:26]([O:59][C:53]4[CH:58]=[CH:57][CH:56]=[CH:55][CH:54]=4)[N:25]=3)[CH2:20][CH2:19]2)[CH2:12]1)=[O:10])[C:2]1[CH:7]=[CH:6][CH:5]=[CH:4][CH:3]=1. (5) Product: [C:13]([O:17][C:18]([N:20]1[CH2:25][CH2:24][CH:23]([N:26]2[C:27]3[C:28](=[CH:29][C:30]([Cl:33])=[CH:31][CH:32]=3)[CH2:34][NH:35][C:1]2=[O:2])[CH2:22][CH2:21]1)=[O:19])([CH3:16])([CH3:14])[CH3:15]. Reactant: [C:1](N1C=CN=C1)(N1C=CN=C1)=[O:2].[C:13]([O:17][C:18]([N:20]1[CH2:25][CH2:24][CH:23]([NH:26][C:27]2[CH:32]=[CH:31][C:30]([Cl:33])=[CH:29][C:28]=2[CH2:34][NH2:35])[CH2:22][CH2:21]1)=[O:19])([CH3:16])([CH3:15])[CH3:14]. The catalyst class is: 496. (6) Reactant: [CH3:1][O:2][C:3]1[CH:11]=[CH:10][C:6]([CH2:7][CH2:8][Br:9])=[CH:5][CH:4]=1.[N+:12]([O-])([OH:14])=[O:13]. Product: [Br:9][CH2:8][CH2:7][C:6]1[CH:10]=[CH:11][C:3]([O:2][CH3:1])=[C:4]([N+:12]([O-:14])=[O:13])[CH:5]=1. The catalyst class is: 55. (7) Reactant: [NH2:1][CH2:2][C@@H:3]([C@@H:5]([NH:10][C:11](=[O:17])[O:12][C:13]([CH3:16])([CH3:15])[CH3:14])[CH2:6][CH2:7][CH2:8][CH3:9])[OH:4].NC[C@H]([C@@H](NC(=O)OC(C)(C)C)CCCC)O.C(N(CC)C(C)C)(C)C.[F:44][C:45]1[CH:50]=[CH:49][CH:48]=[C:47](F)[N:46]=1. Product: [F:44][C:45]1[N:46]=[C:47]([NH:1][CH2:2][C@@H:3]([C@@H:5]([NH:10][C:11](=[O:17])[O:12][C:13]([CH3:16])([CH3:15])[CH3:14])[CH2:6][CH2:7][CH2:8][CH3:9])[OH:4])[CH:48]=[CH:49][CH:50]=1. The catalyst class is: 155.